The task is: Predict the reactants needed to synthesize the given product.. This data is from Full USPTO retrosynthesis dataset with 1.9M reactions from patents (1976-2016). (1) The reactants are: [C:1]([O:5][C:6]([N:8]1[CH2:13][CH2:12][CH:11]([C:14]([OH:16])=O)[CH2:10][CH2:9]1)=[O:7])([CH3:4])([CH3:3])[CH3:2].CN(C(ON1N=NC2C=CC=NC1=2)=[N+](C)C)C.F[P-](F)(F)(F)(F)F.[CH3:41][C@@H:42]1[NH:48][CH2:47][C:46]2[CH:49]=[CH:50][C:51]([C:53]([O:55][CH3:56])=[O:54])=[CH:52][C:45]=2[O:44][CH2:43]1.CCN(C(C)C)C(C)C. Given the product [C:1]([O:5][C:6]([N:8]1[CH2:9][CH2:10][CH:11]([C:14]([N:48]2[CH2:47][C:46]3[CH:49]=[CH:50][C:51]([C:53]([O:55][CH3:56])=[O:54])=[CH:52][C:45]=3[O:44][CH2:43][C@@H:42]2[CH3:41])=[O:16])[CH2:12][CH2:13]1)=[O:7])([CH3:2])([CH3:3])[CH3:4], predict the reactants needed to synthesize it. (2) The reactants are: [Cl:1][C:2]1[C:10]2[C:5](=[CH:6][CH:7]=[C:8]([C:11]3[N:15]=[C:14]([C:16]4[CH:21]=[CH:20][C:19]([OH:22])=[C:18]([Cl:23])[CH:17]=4)[O:13][N:12]=3)[CH:9]=2)[N:4]([CH2:24][CH2:25][C:26]([O:28][CH2:29][CH3:30])=[O:27])[CH:3]=1.C([O-])([O-])=O.[K+].[K+].[CH2:37](I)[CH3:38].CCOC(C)=O. Given the product [Cl:1][C:2]1[C:10]2[C:5](=[CH:6][CH:7]=[C:8]([C:11]3[N:15]=[C:14]([C:16]4[CH:21]=[CH:20][C:19]([O:22][CH2:37][CH3:38])=[C:18]([Cl:23])[CH:17]=4)[O:13][N:12]=3)[CH:9]=2)[N:4]([CH2:24][CH2:25][C:26]([O:28][CH2:29][CH3:30])=[O:27])[CH:3]=1, predict the reactants needed to synthesize it. (3) Given the product [Br:23][CH2:13][C:12]1[CH:11]=[CH:10][C:9]([NH:15][C:16](=[O:21])[C:17]([CH3:20])([CH3:19])[CH3:18])=[CH:8][C:7]=1[CH2:6][S:5][C:1]([CH3:4])([CH3:3])[CH3:2], predict the reactants needed to synthesize it. The reactants are: [C:1]([S:5][CH2:6][C:7]1[CH:8]=[C:9]([NH:15][C:16](=[O:21])[C:17]([CH3:20])([CH3:19])[CH3:18])[CH:10]=[CH:11][C:12]=1[CH2:13]O)([CH3:4])([CH3:3])[CH3:2].P(Br)(Br)[Br:23]. (4) Given the product [Br:1][C:2]1[CH:7]=[CH:6][C:5]([C:17]([C:16]2[N:12]([CH3:11])[N:13]=[C:14]([CH3:20])[CH:15]=2)=[O:18])=[C:4]([F:10])[CH:3]=1, predict the reactants needed to synthesize it. The reactants are: [Br:1][C:2]1[CH:7]=[CH:6][C:5]([Zn]I)=[C:4]([F:10])[CH:3]=1.[CH3:11][N:12]1[C:16]([C:17](Cl)=[O:18])=[CH:15][C:14]([CH3:20])=[N:13]1.[Cl-].[NH4+].